This data is from Full USPTO retrosynthesis dataset with 1.9M reactions from patents (1976-2016). The task is: Predict the reactants needed to synthesize the given product. Given the product [CH3:32][C:31]([CH2:33][CH2:34][CH:35]=[C:36]([CH3:38])[CH3:37])=[CH:30][CH2:29][O:10][C:9](=[O:11])[C:8]1[CH:12]=[CH:13][C:14]([O:15][CH3:16])=[C:6]([O:5][CH2:4][CH:3]=[C:2]([CH3:1])[CH2:17][CH2:18][CH:19]=[C:20]([CH3:22])[CH3:21])[CH:7]=1, predict the reactants needed to synthesize it. The reactants are: [CH3:1][C:2]([CH2:17][CH2:18][CH:19]=[C:20]([CH3:22])[CH3:21])=[CH:3][CH2:4][O:5][C:6]1[CH:7]=[C:8]([CH:12]=[CH:13][C:14]=1[O:15][CH3:16])[C:9]([OH:11])=[O:10].C([O-])([O-])=O.[K+].[K+].[CH2:29](Br)/[CH:30]=[C:31](/[CH2:33][CH2:34][CH:35]=[C:36]([CH3:38])[CH3:37])\[CH3:32].